From a dataset of Full USPTO retrosynthesis dataset with 1.9M reactions from patents (1976-2016). Predict the reactants needed to synthesize the given product. (1) Given the product [CH:1]1[C:10]2[C:5](=[CH:6][CH:7]=[CH:8][CH:9]=2)[CH:4]=[CH:3][C:2]=1[CH2:11][CH:12]1[C:21]2[C:16](=[CH:17][C:18]([O:24][CH3:25])=[C:19]([O:22][CH3:23])[CH:20]=2)[CH2:15][CH2:14][N:13]1[CH2:27][C:28]([NH:31][C@H:32]1[C:40]2[C:35](=[CH:36][CH:37]=[CH:38][CH:39]=2)[CH2:34][C@H:33]1[OH:41])=[O:29], predict the reactants needed to synthesize it. The reactants are: [CH:1]1[C:10]2[C:5](=[CH:6][CH:7]=[CH:8][CH:9]=2)[CH:4]=[CH:3][C:2]=1[CH2:11][CH:12]1[C:21]2[C:16](=[CH:17][C:18]([O:24][CH3:25])=[C:19]([O:22][CH3:23])[CH:20]=2)[CH2:15][CH2:14][NH:13]1.Br[CH2:27][C:28](Br)=[O:29].[NH2:31][C@H:32]1[C:40]2[C:35](=[CH:36][CH:37]=[CH:38][CH:39]=2)[CH2:34][C@H:33]1[OH:41]. (2) Given the product [C:7]([S:25][CH2:24][CH2:23][NH2:22])([C:15]1[CH:20]=[CH:19][CH:18]=[CH:17][CH:16]=1)([C:9]1[CH:14]=[CH:13][CH:12]=[CH:11][CH:10]=1)[C:1]1[CH:6]=[CH:5][CH:4]=[CH:3][CH:2]=1, predict the reactants needed to synthesize it. The reactants are: [C:1]1([C:7]([C:15]2[CH:20]=[CH:19][CH:18]=[CH:17][CH:16]=2)([C:9]2[CH:14]=[CH:13][CH:12]=[CH:11][CH:10]=2)O)[CH:6]=[CH:5][CH:4]=[CH:3][CH:2]=1.Cl.[NH2:22][CH2:23][CH2:24][SH:25]. (3) Given the product [ClH:3].[CH2:5]([O:7][C:8](=[O:38])[C@@H:9]([NH2:30])[CH2:10][C:11]1[CH:16]=[CH:15][C:14]([C:17]2[C:18]([O:28][CH3:29])=[CH:19][C:20]([C:25]#[N:26])=[CH:21][C:22]=2[O:23][CH3:24])=[CH:13][CH:12]=1)[CH3:6], predict the reactants needed to synthesize it. The reactants are: S(Cl)([Cl:3])=O.[CH2:5]([O:7][C:8](=[O:38])[C@@H:9]([NH:30]C(OC(C)(C)C)=O)[CH2:10][C:11]1[CH:16]=[CH:15][C:14]([C:17]2[C:22]([O:23][CH3:24])=[CH:21][C:20]([CH:25]=[N:26]O)=[CH:19][C:18]=2[O:28][CH3:29])=[CH:13][CH:12]=1)[CH3:6].Cl.C(OC(=O)[C@H](CC1C=CC(O)=CC=1)N)C. (4) Given the product [NH2:24][C:15]1[C:16]([N+:18]([O-:20])=[O:19])=[CH:17][C:12]([C:11]([NH:10][C:7]2[CH:8]=[CH:9][C:4]3[N:3]=[CH:2][S:1][C:5]=3[CH:6]=2)=[O:23])=[C:13]([N:28]([CH2:29][CH3:30])[CH2:26][CH3:27])[CH:14]=1, predict the reactants needed to synthesize it. The reactants are: [S:1]1[C:5]2[CH:6]=[C:7]([NH:10][C:11](=[O:23])[C:12]3[CH:17]=[C:16]([N+:18]([O-:20])=[O:19])[C:15](F)=[CH:14][C:13]=3Cl)[CH:8]=[CH:9][C:4]=2[N:3]=[CH:2]1.[NH4+:24].[OH-].[CH2:26]([NH:28][CH2:29][CH3:30])[CH3:27]. (5) Given the product [C:1]([O:5][C:6]([N:8]1[CH2:13][CH2:12][CH:11]([N:14]2[C:18]3=[N:19][CH:20]=[N:21][C:22]([O:35][C:27]4[CH:28]=[C:29]([C:31]([F:32])([F:33])[F:34])[CH:30]=[C:25]([F:24])[CH:26]=4)=[C:17]3[CH:16]=[N:15]2)[CH2:10][CH2:9]1)=[O:7])([CH3:4])([CH3:3])[CH3:2], predict the reactants needed to synthesize it. The reactants are: [C:1]([O:5][C:6]([N:8]1[CH2:13][CH2:12][CH:11]([N:14]2[C:18]3=[N:19][CH:20]=[N:21][C:22](Cl)=[C:17]3[CH:16]=[N:15]2)[CH2:10][CH2:9]1)=[O:7])([CH3:4])([CH3:3])[CH3:2].[F:24][C:25]1[CH:26]=[C:27]([OH:35])[CH:28]=[C:29]([C:31]([F:34])([F:33])[F:32])[CH:30]=1. (6) The reactants are: [OH:1][CH2:2][CH2:3][CH2:4][CH2:5][CH2:6][CH2:7][O:8][C:9]1[CH:14]=[CH:13][N:12]=[C:11]([CH2:15]O)[C:10]=1[CH3:17].S(Cl)([Cl:20])=O.C(=O)([O-])[O-].[Na+].[Na+]. Given the product [OH:1][CH2:2][CH2:3][CH2:4][CH2:5][CH2:6][CH2:7][O:8][C:9]1[CH:14]=[CH:13][N:12]=[C:11]([CH2:15][Cl:20])[C:10]=1[CH3:17], predict the reactants needed to synthesize it.